Dataset: Forward reaction prediction with 1.9M reactions from USPTO patents (1976-2016). Task: Predict the product of the given reaction. (1) Given the reactants [CH2:1]([O:8][N:9]1[C:14](=[O:15])[C:13]2[CH:16]=[C:17]([F:21])[C:18](Cl)=[N:19][C:12]=2[N:11]([CH2:22][CH3:23])[C:10]1=[O:24])[C:2]1[CH:7]=[CH:6][CH:5]=[CH:4][CH:3]=1.[CH3:25][N:26]1[CH2:31][CH2:30][NH:29][CH2:28][CH2:27]1, predict the reaction product. The product is: [CH2:1]([O:8][N:9]1[C:14](=[O:15])[C:13]2[CH:16]=[C:17]([F:21])[C:18]([N:29]3[CH2:30][CH2:31][N:26]([CH3:25])[CH2:27][CH2:28]3)=[N:19][C:12]=2[N:11]([CH2:22][CH3:23])[C:10]1=[O:24])[C:2]1[CH:7]=[CH:6][CH:5]=[CH:4][CH:3]=1. (2) Given the reactants [H-].[Al+3].[Li+].[H-].[H-].[H-].[Br:7][C:8]1[CH:9]=[C:10]([CH:35]=[C:36]([Br:39])[C:37]=1[OH:38])[CH2:11][C@H:12]([C:21]([N:23]1[CH2:28][CH2:27][CH:26]([N:29]2[CH2:34][CH2:33][CH2:32][CH2:31][CH2:30]2)[CH2:25][CH2:24]1)=O)[NH:13][C:14](OC(C)(C)C)=O.[Cl-].[NH4+], predict the reaction product. The product is: [Br:7][C:8]1[CH:9]=[C:10]([CH2:11][C@@H:12]([NH:13][CH3:14])[CH2:21][N:23]2[CH2:28][CH2:27][CH:26]([N:29]3[CH2:34][CH2:33][CH2:32][CH2:31][CH2:30]3)[CH2:25][CH2:24]2)[CH:35]=[C:36]([Br:39])[C:37]=1[OH:38]. (3) Given the reactants Br[C:2]1[C:7]([C:8]([F:11])([F:10])[F:9])=[CH:6][C:5]([NH:12][C:13]2[N:17]=[C:16]([NH2:18])[NH:15][N:14]=2)=[CH:4][C:3]=1[Cl:19].CN1C(C)(C)CC(SC2C=CC(B3OC(C)(C)C(C)(C)O3)=CC=2)CC1(C)C.B([C:50]1[CH:55]=[CH:54][C:53]([S:56]([N:59]2[CH2:63][CH2:62][CH2:61][CH2:60]2)(=[O:58])=[O:57])=[CH:52][CH:51]=1)(O)O.C([O-])([O-])=O.[K+].[K+], predict the reaction product. The product is: [Cl:19][C:3]1[CH:4]=[C:5]([NH:12][C:13]2[N:17]=[C:16]([NH2:18])[NH:15][N:14]=2)[CH:6]=[C:7]([C:8]([F:11])([F:10])[F:9])[C:2]=1[C:50]1[CH:55]=[CH:54][C:53]([S:56]([N:59]2[CH2:60][CH2:61][CH2:62][CH2:63]2)(=[O:58])=[O:57])=[CH:52][CH:51]=1. (4) Given the reactants [NH:1]1[C:10]2[C:5](=[CH:6][CH:7]=[CH:8][CH:9]=2)[CH2:4][CH2:3][CH2:2]1.[C:11]([O:15]C)(=[O:14])[CH:12]=[CH2:13].[Li+].[OH-].Cl, predict the reaction product. The product is: [N:1]1([CH2:13][CH2:12][C:11]([OH:15])=[O:14])[C:10]2[C:5](=[CH:6][CH:7]=[CH:8][CH:9]=2)[CH2:4][CH2:3][CH2:2]1. (5) Given the reactants C[N:2]([CH:4]=[C:5]1[C:10](=O)[CH2:9][CH2:8][N:7]([C:12]([O:14][C:15]([CH3:18])([CH3:17])[CH3:16])=[O:13])[CH2:6]1)C.C(=O)([O-])[O-].[Na+].[Na+].Cl.[C:26]1([NH:32]N)[CH:31]=[CH:30][CH:29]=[CH:28][CH:27]=1.C(=O)(O)[O-].[Na+], predict the reaction product. The product is: [C:26]1([N:32]2[C:10]3[CH2:9][CH2:8][N:7]([C:12]([O:14][C:15]([CH3:18])([CH3:17])[CH3:16])=[O:13])[CH2:6][C:5]=3[CH:4]=[N:2]2)[CH:31]=[CH:30][CH:29]=[CH:28][CH:27]=1. (6) Given the reactants Br[C:2]1[CH:10]=[CH:9][C:8]([O:11]C)=[CH:7][C:3]=1C(O)=O.Br[C:14]1[CH:22]=[CH:21][CH:20]=[CH:19][C:15]=1[C:16]([OH:18])=[O:17].[OH-].[Na+], predict the reaction product. The product is: [CH:21]1[CH:22]=[C:14]2[C:2]3[CH:10]=[CH:9][C:8]([OH:11])=[CH:7][C:3]=3[O:18][C:16](=[O:17])[C:15]2=[CH:19][CH:20]=1. (7) The product is: [CH3:4][N:5]([C@@H:13]([CH2:18][CH:19]=[CH2:20])[C:14]([OH:16])=[O:15])[C:6](=[O:12])[CH2:7][CH2:8][CH2:9][CH2:10][CH3:11]. Given the reactants [Li+].[OH-].O.[CH3:4][N:5]([C@@H:13]([CH2:18][CH:19]=[CH2:20])[C:14]([O:16]C)=[O:15])[C:6](=[O:12])[CH2:7][CH2:8][CH2:9][CH2:10][CH3:11], predict the reaction product.